This data is from Forward reaction prediction with 1.9M reactions from USPTO patents (1976-2016). The task is: Predict the product of the given reaction. (1) Given the reactants [H-].[Na+].[CH:3]1([C:9]2[C:10]3[CH:11]=[CH:12][C:13]([C:29]([O:31][CH3:32])=[O:30])=[CH:14][C:15]=3[N:16]3[C:23]=2[C:22]2[CH:24]=[CH:25][CH:26]=[CH:27][C:21]=2[NH:20][C:19](=[O:28])[CH2:18][CH2:17]3)[CH2:8][CH2:7][CH2:6][CH2:5][CH2:4]1.Cl.Cl[CH2:35][CH2:36][N:37]([CH3:39])[CH3:38].ClCCN(C)C.N1C2C(=CC=CC=2)C=C1, predict the reaction product. The product is: [CH:3]1([C:9]2[C:10]3[CH:11]=[CH:12][C:13]([C:29]([O:31][CH3:32])=[O:30])=[CH:14][C:15]=3[N:16]3[C:23]=2[C:22]2[CH:24]=[CH:25][CH:26]=[CH:27][C:21]=2[N:20]([CH2:35][CH2:36][N:37]([CH3:39])[CH3:38])[C:19](=[O:28])[CH2:18][CH2:17]3)[CH2:4][CH2:5][CH2:6][CH2:7][CH2:8]1. (2) Given the reactants [NH2:1][C:2]1[S:3][C:4]([C:10]2[CH:15]=[CH:14][C:13]([C:16]([OH:19])([CH3:18])[CH3:17])=[CH:12][C:11]=2[F:20])=[CH:5][C:6]=1[C:7]([NH2:9])=[O:8].Cl[C:22]1[CH:27]=[CH:26][N:25]=[C:24]([CH:28]([OH:33])[C:29]([F:32])([F:31])[F:30])[N:23]=1, predict the reaction product. The product is: [F:20][C:11]1[CH:12]=[C:13]([C:16]([OH:19])([CH3:17])[CH3:18])[CH:14]=[CH:15][C:10]=1[C:4]1[S:3][C:2]([NH:1][C:26]2[CH:27]=[CH:22][N:23]=[C:24]([CH:28]([OH:33])[C:29]([F:32])([F:30])[F:31])[N:25]=2)=[C:6]([C:7]([NH2:9])=[O:8])[CH:5]=1. (3) Given the reactants Cl[C:2]1[CH:7]=[CH:6][C:5]([N+:8]([O-:10])=[O:9])=[CH:4][N:3]=1.[Cl:11][C:12]1[C:17]([OH:18])=[CH:16][C:15]([NH:19][C:20](=[O:32])[C:21]2[CH:26]=[CH:25][CH:24]=[C:23]([C:27]([C:30]#[N:31])([CH3:29])[CH3:28])[CH:22]=2)=[C:14]([F:33])[CH:13]=1.C(=O)([O-])[O-].[K+].[K+], predict the reaction product. The product is: [Cl:11][C:12]1[C:17]([O:18][C:2]2[CH:7]=[CH:6][C:5]([N+:8]([O-:10])=[O:9])=[CH:4][N:3]=2)=[CH:16][C:15]([NH:19][C:20](=[O:32])[C:21]2[CH:26]=[CH:25][CH:24]=[C:23]([C:27]([C:30]#[N:31])([CH3:29])[CH3:28])[CH:22]=2)=[C:14]([F:33])[CH:13]=1. (4) Given the reactants [OH:1][C:2]1([C:8]2[CH:13]=[CH:12][CH:11]=[CH:10][CH:9]=2)[CH2:7][CH2:6][NH:5][CH2:4][CH2:3]1.[C:14]([O:18][C:19](=[O:27])[C:20]1[CH:25]=[CH:24][C:23](F)=[CH:22][CH:21]=1)([CH3:17])([CH3:16])[CH3:15].C(=O)([O-])[O-].[K+].[K+], predict the reaction product. The product is: [OH:1][C:2]1([C:8]2[CH:13]=[CH:12][CH:11]=[CH:10][CH:9]=2)[CH2:7][CH2:6][N:5]([C:23]2[CH:24]=[CH:25][C:20]([C:19]([O:18][C:14]([CH3:15])([CH3:16])[CH3:17])=[O:27])=[CH:21][CH:22]=2)[CH2:4][CH2:3]1. (5) Given the reactants [OH:1][CH2:2][CH2:3][CH2:4][C:5]1[C:13]2[C:8](=[CH:9][CH:10]=[CH:11][CH:12]=2)[NH:7][C:6]=1[C:14]([O:16][CH2:17][CH3:18])=[O:15].[N:19]1[C:28]2[C:23](=[CH:24][C:25](O)=[CH:26][CH:27]=2)[CH:22]=[CH:21][CH:20]=1, predict the reaction product. The product is: [N:19]1[C:28]2[C:23](=[CH:24][C:25]([O:1][CH2:2][CH2:3][CH2:4][C:5]3[C:13]4[C:8](=[CH:9][CH:10]=[CH:11][CH:12]=4)[NH:7][C:6]=3[C:14]([O:16][CH2:17][CH3:18])=[O:15])=[CH:26][CH:27]=2)[CH:22]=[CH:21][CH:20]=1. (6) The product is: [CH2:26]([O:25][CH2:24][CH2:23][CH2:22][O:8][C:5]1[CH:6]=[CH:7][C:2]([Br:1])=[CH:3][C:4]=1[O:9][CH2:10][CH2:11][CH2:12][O:13][CH3:14])[C:27]1[CH:32]=[CH:31][CH:30]=[CH:29][CH:28]=1. Given the reactants [Br:1][C:2]1[CH:7]=[CH:6][C:5]([OH:8])=[C:4]([O:9][CH2:10][CH2:11][CH2:12][O:13][CH3:14])[CH:3]=1.C(=O)([O-])[O-].[K+].[K+].Br[CH2:22][CH2:23][CH2:24][O:25][CH2:26][C:27]1[CH:32]=[CH:31][CH:30]=[CH:29][CH:28]=1.[Na+].[I-], predict the reaction product.